This data is from Reaction yield outcomes from USPTO patents with 853,638 reactions. The task is: Predict the reaction yield, written as a fraction of the theoretical maximum amount of product (1.0 means a 100% yield; for example, 0.34 means a 34% yield). (1) The reactants are [Cl:1][C:2]1[CH:39]=[CH:38][CH:37]=[C:36]([C:40]([F:43])([F:42])[F:41])[C:3]=1[C:4]([N:6]1[C:14]2[C:9](=[CH:10][CH:11]=[C:12]([C:15]([N:17]3[CH2:20][C:19]([F:22])([F:21])[CH2:18]3)=[O:16])[CH:13]=2)[C:8]([C:23]2[CH2:28][CH2:27][CH:26]([C:29]([O:31]C(C)(C)C)=[O:30])[CH2:25][CH:24]=2)=[N:7]1)=[O:5].C(O)(C(F)(F)F)=O. The catalyst is C(Cl)Cl. The product is [Cl:1][C:2]1[CH:39]=[CH:38][CH:37]=[C:36]([C:40]([F:42])([F:43])[F:41])[C:3]=1[C:4]([N:6]1[C:14]2[C:9](=[CH:10][CH:11]=[C:12]([C:15]([N:17]3[CH2:20][C:19]([F:21])([F:22])[CH2:18]3)=[O:16])[CH:13]=2)[C:8]([C:23]2[CH2:28][CH2:27][CH:26]([C:29]([OH:31])=[O:30])[CH2:25][CH:24]=2)=[N:7]1)=[O:5]. The yield is 0.570. (2) The reactants are [N:1]([CH2:4][C:5]1[CH:10]=[CH:9][CH:8]=[CH:7][C:6]=1[S:11][C:12]1[CH:13]=[CH:14][C:15]2[N:16]([C:18]([CH:21]([CH3:23])[CH3:22])=[N:19][N:20]=2)[CH:17]=1)=[N+]=[N-].C1(P(C2C=CC=CC=2)C2C=CC=CC=2)C=CC=CC=1. The catalyst is C1COCC1.O. The product is [CH:21]([C:18]1[N:16]2[CH:17]=[C:12]([S:11][C:6]3[CH:7]=[CH:8][CH:9]=[CH:10][C:5]=3[CH2:4][NH2:1])[CH:13]=[CH:14][C:15]2=[N:20][N:19]=1)([CH3:23])[CH3:22]. The yield is 0.610.